Dataset: Forward reaction prediction with 1.9M reactions from USPTO patents (1976-2016). Task: Predict the product of the given reaction. (1) Given the reactants [C:1](Cl)(=O)[C:2]([Cl:4])=[O:3].[CH:7]([C:10]1[N:11]=C(C(O)=O)[S:13][CH:14]=1)([CH3:9])[CH3:8], predict the reaction product. The product is: [CH:7]([C:10]1[N:11]=[C:1]([C:2]([Cl:4])=[O:3])[S:13][CH:14]=1)([CH3:9])[CH3:8]. (2) Given the reactants [CH:1]1[C:10]2[C:5](=[CH:6][CH:7]=[CH:8][CH:9]=2)[CH:4]=[CH:3][C:2]=1[CH2:11][C:12]([OH:14])=O.[CH3:15][O:16][C:17]1[CH:18]=[C:19]([CH:23]=[CH:24][C:25]=1[O:26][CH3:27])[CH2:20][CH2:21][NH2:22], predict the reaction product. The product is: [CH3:15][O:16][C:17]1[CH:18]=[C:19]([CH:23]=[CH:24][C:25]=1[O:26][CH3:27])[CH2:20][CH2:21][NH:22][C:12](=[O:14])[CH2:11][C:2]1[CH:3]=[CH:4][C:5]2[C:10](=[CH:9][CH:8]=[CH:7][CH:6]=2)[CH:1]=1.